This data is from Reaction yield outcomes from USPTO patents with 853,638 reactions. The task is: Predict the reaction yield, written as a fraction of the theoretical maximum amount of product (1.0 means a 100% yield; for example, 0.34 means a 34% yield). (1) The reactants are [Br:1][CH2:2][C:3]1[CH:10]=[CH:9][C:6]([CH:7]=O)=[CH:5][CH:4]=1.S(C1C=CC(C)=CC=1)(O)(=O)=O.[CH:22]1([O:27][C:28](=[O:35])[C@H:29]([CH2:31][CH:32]([CH3:34])[CH3:33])[NH2:30])[CH2:26][CH2:25][CH2:24][CH2:23]1.C(O[BH-](OC(=O)C)OC(=O)C)(=O)C.[Na+].C(OCC)(=O)C. The catalyst is ClC(Cl)C. The product is [Br:1][CH2:2][C:3]1[CH:10]=[CH:9][C:6]([CH2:7][NH:30][C@H:29]([C:28]([O:27][CH:22]2[CH2:23][CH2:24][CH2:25][CH2:26]2)=[O:35])[CH2:31][CH:32]([CH3:34])[CH3:33])=[CH:5][CH:4]=1. The yield is 0.830. (2) The yield is 0.390. The product is [OH:23][CH2:22][CH:16]1[CH2:17][CH2:18][N:14]([C:8]2[CH:7]=[CH:6][C:5]([S:2]([CH3:1])(=[O:4])=[O:3])=[CH:13][C:9]=2[C:10]([OH:12])=[O:11])[CH2:15]1. No catalyst specified. The reactants are [CH3:1][S:2]([C:5]1[CH:6]=[CH:7][C:8]([N:14]2[CH2:18][CH2:17][CH2:16][CH2:15]2)=[C:9]([CH:13]=1)[C:10]([OH:12])=[O:11])(=[O:4])=[O:3].ClC1C=CC(S(C)(=O)=O)=CC=1[C:22](O)=[O:23].N1CCC(CO)C1.